From a dataset of NCI-60 drug combinations with 297,098 pairs across 59 cell lines. Regression. Given two drug SMILES strings and cell line genomic features, predict the synergy score measuring deviation from expected non-interaction effect. (1) Drug 1: CC(C1=C(C=CC(=C1Cl)F)Cl)OC2=C(N=CC(=C2)C3=CN(N=C3)C4CCNCC4)N. Drug 2: CC12CCC3C(C1CCC2OP(=O)(O)O)CCC4=C3C=CC(=C4)OC(=O)N(CCCl)CCCl.[Na+]. Cell line: SNB-75. Synergy scores: CSS=-1.87, Synergy_ZIP=-3.86, Synergy_Bliss=-9.52, Synergy_Loewe=-11.3, Synergy_HSA=-9.93. (2) Cell line: MCF7. Drug 2: CCC1=C2CN3C(=CC4=C(C3=O)COC(=O)C4(CC)O)C2=NC5=C1C=C(C=C5)O. Synergy scores: CSS=14.4, Synergy_ZIP=-8.32, Synergy_Bliss=0.566, Synergy_Loewe=-14.9, Synergy_HSA=-2.61. Drug 1: CN(C)C1=NC(=NC(=N1)N(C)C)N(C)C. (3) Drug 1: C1CCC(CC1)NC(=O)N(CCCl)N=O. Drug 2: CC(C)NC(=O)C1=CC=C(C=C1)CNNC.Cl. Cell line: SF-539. Synergy scores: CSS=28.6, Synergy_ZIP=-8.86, Synergy_Bliss=0.993, Synergy_Loewe=-11.7, Synergy_HSA=0.578. (4) Drug 1: C1=C(C(=O)NC(=O)N1)N(CCCl)CCCl. Drug 2: CCC1(C2=C(COC1=O)C(=O)N3CC4=CC5=C(C=CC(=C5CN(C)C)O)N=C4C3=C2)O.Cl. Cell line: PC-3. Synergy scores: CSS=13.7, Synergy_ZIP=-8.04, Synergy_Bliss=-3.27, Synergy_Loewe=-5.20, Synergy_HSA=-0.591. (5) Drug 1: CNC(=O)C1=CC=CC=C1SC2=CC3=C(C=C2)C(=NN3)C=CC4=CC=CC=N4. Drug 2: CC1=CC2C(CCC3(C2CCC3(C(=O)C)OC(=O)C)C)C4(C1=CC(=O)CC4)C. Cell line: MDA-MB-231. Synergy scores: CSS=-14.5, Synergy_ZIP=7.90, Synergy_Bliss=-0.626, Synergy_Loewe=-7.41, Synergy_HSA=-12.1. (6) Drug 1: C1C(C(OC1N2C=C(C(=O)NC2=O)F)CO)O. Drug 2: CC1CCC2CC(C(=CC=CC=CC(CC(C(=O)C(C(C(=CC(C(=O)CC(OC(=O)C3CCCCN3C(=O)C(=O)C1(O2)O)C(C)CC4CCC(C(C4)OC)OCCO)C)C)O)OC)C)C)C)OC. Cell line: HOP-92. Synergy scores: CSS=12.7, Synergy_ZIP=-0.102, Synergy_Bliss=2.14, Synergy_Loewe=-0.949, Synergy_HSA=-0.282. (7) Drug 1: CCC1=CC2CC(C3=C(CN(C2)C1)C4=CC=CC=C4N3)(C5=C(C=C6C(=C5)C78CCN9C7C(C=CC9)(C(C(C8N6C)(C(=O)OC)O)OC(=O)C)CC)OC)C(=O)OC.C(C(C(=O)O)O)(C(=O)O)O. Drug 2: COC1=CC(=CC(=C1O)OC)C2C3C(COC3=O)C(C4=CC5=C(C=C24)OCO5)OC6C(C(C7C(O6)COC(O7)C8=CC=CS8)O)O. Cell line: U251. Synergy scores: CSS=68.8, Synergy_ZIP=-3.05, Synergy_Bliss=-4.56, Synergy_Loewe=-3.59, Synergy_HSA=-0.932. (8) Drug 1: C1=CC(=C2C(=C1NCCNCCO)C(=O)C3=C(C=CC(=C3C2=O)O)O)NCCNCCO. Drug 2: CC12CCC3C(C1CCC2O)C(CC4=C3C=CC(=C4)O)CCCCCCCCCS(=O)CCCC(C(F)(F)F)(F)F. Cell line: NCIH23. Synergy scores: CSS=61.8, Synergy_ZIP=5.63, Synergy_Bliss=6.55, Synergy_Loewe=-21.7, Synergy_HSA=6.53. (9) Cell line: IGROV1. Synergy scores: CSS=17.9, Synergy_ZIP=-1.57, Synergy_Bliss=2.90, Synergy_Loewe=-75.4, Synergy_HSA=4.17. Drug 1: CCCCCOC(=O)NC1=NC(=O)N(C=C1F)C2C(C(C(O2)C)O)O. Drug 2: CCC1=C2CN3C(=CC4=C(C3=O)COC(=O)C4(CC)O)C2=NC5=C1C=C(C=C5)O. (10) Drug 1: CN1C2=C(C=C(C=C2)N(CCCl)CCCl)N=C1CCCC(=O)O.Cl. Drug 2: COC1=C2C(=CC3=C1OC=C3)C=CC(=O)O2. Cell line: U251. Synergy scores: CSS=5.02, Synergy_ZIP=-0.864, Synergy_Bliss=-3.19, Synergy_Loewe=-0.645, Synergy_HSA=-4.31.